Task: Predict the reaction yield, written as a fraction of the theoretical maximum amount of product (1.0 means a 100% yield; for example, 0.34 means a 34% yield).. Dataset: Reaction yield outcomes from USPTO patents with 853,638 reactions (1) The product is [Br:32][C:10]1[C:11]2[CH2:15][NH:14][C:13](=[O:16])[C:12]=2[C:7]([C:5]2[CH:4]=[N:3][N:2]([CH3:1])[CH:6]=2)=[N:8][C:9]=1[NH:17][C@@H:18]1[CH2:23][CH2:22][CH2:21][CH2:20][C@@H:19]1[NH:24][C:25](=[O:31])[O:26][C:27]([CH3:28])([CH3:30])[CH3:29]. The reactants are [CH3:1][N:2]1[CH:6]=[C:5]([C:7]2[C:12]3[C:13](=[O:16])[NH:14][CH2:15][C:11]=3[CH:10]=[C:9]([NH:17][C@@H:18]3[CH2:23][CH2:22][CH2:21][CH2:20][C@@H:19]3[NH:24][C:25](=[O:31])[O:26][C:27]([CH3:30])([CH3:29])[CH3:28])[N:8]=2)[CH:4]=[N:3]1.[Br:32]N1C(=O)CCC1=O. The catalyst is C(Cl)Cl. The yield is 0.930. (2) The reactants are [OH:1][CH2:2][C@@H:3]([NH:6][C:7](=[O:23])[O:8][CH2:9][CH:10]1[C:22]2[CH:21]=[CH:20][CH:19]=[CH:18][C:17]=2[C:16]2[C:11]1=[CH:12][CH:13]=[CH:14][CH:15]=2)[CH:4]=[CH2:5].CC(OI1(OC(C)=O)(OC(C)=O)OC(=O)C2C=CC=CC1=2)=O.S([O-])([O-])(=O)=S.[Na+].[Na+]. The catalyst is ClCCl.CCOCC.C([O-])(O)=O.[Na+]. The product is [O:1]=[CH:2][C@@H:3]([NH:6][C:7](=[O:23])[O:8][CH2:9][CH:10]1[C:11]2[CH:12]=[CH:13][CH:14]=[CH:15][C:16]=2[C:17]2[C:22]1=[CH:21][CH:20]=[CH:19][CH:18]=2)[CH:4]=[CH2:5]. The yield is 1.00. (3) The reactants are [CH3:1][O:2][C:3]1[CH:4]=[C:5]([C@@H:9]([N:11]([CH3:20])[C@H:12]([C:14]2[CH:19]=[CH:18][CH:17]=[CH:16][CH:15]=2)[CH3:13])[CH3:10])[CH:6]=[CH:7][CH:8]=1.[CH3:21]N(C)C=O.[S:26]([O:31]C)([O:29][CH3:30])(=[O:28])=[O:27]. The yield is 0.720. The product is [CH3:30][O:29][S:26]([O-:31])(=[O:28])=[O:27].[CH3:1][O:2][C:3]1[CH:4]=[C:5]([C@@H:9]([N+:11]([CH3:21])([CH3:20])[C@H:12]([C:14]2[CH:19]=[CH:18][CH:17]=[CH:16][CH:15]=2)[CH3:13])[CH3:10])[CH:6]=[CH:7][CH:8]=1. The catalyst is C(OCC)(=O)C. (4) The reactants are O=[CH:2][CH2:3][C@H:4]1[CH2:6][C@@H:5]1[CH:7]1[CH2:12][CH2:11][N:10]([C:13]([O:15][C:16]([CH3:19])([CH3:18])[CH3:17])=[O:14])[CH2:9][CH2:8]1.[CH2:20]([NH:27][CH2:28][C:29]1[CH:34]=[CH:33][CH:32]=[CH:31][CH:30]=1)[C:21]1[CH:26]=[CH:25][CH:24]=[CH:23][CH:22]=1.[BH-](OC(C)=O)(OC(C)=O)OC(C)=O.[Na+]. The catalyst is ClCCCl.O. The product is [CH2:28]([N:27]([CH2:20][C:21]1[CH:26]=[CH:25][CH:24]=[CH:23][CH:22]=1)[CH2:2][CH2:3][C@H:4]1[CH2:6][C@@H:5]1[CH:7]1[CH2:12][CH2:11][N:10]([C:13]([O:15][C:16]([CH3:19])([CH3:18])[CH3:17])=[O:14])[CH2:9][CH2:8]1)[C:29]1[CH:34]=[CH:33][CH:32]=[CH:31][CH:30]=1. The yield is 0.590. (5) The reactants are [F:1][C:2]1[N:10]=[C:9]2[C:5]([N:6]=[C:7]([CH2:11][C:12]3[C:20]([I:21])=[CH:19][C:15]4[O:16][CH2:17][O:18][C:14]=4[CH:13]=3)[NH:8]2)=[C:4]([NH2:22])[N:3]=1.C([O-])([O-])=O.[Cs+].[Cs+].[OH:29][CH2:30][CH2:31][CH2:32]OS(C1C=CC(C)=CC=1)(=O)=O. The catalyst is CN(C=O)C. The product is [NH2:22][C:4]1[N:3]=[C:2]([F:1])[N:10]=[C:9]2[C:5]=1[N:6]=[C:7]([CH2:11][C:12]1[C:20]([I:21])=[CH:19][C:15]3[O:16][CH2:17][O:18][C:14]=3[CH:13]=1)[N:8]2[CH2:32][CH2:31][CH2:30][OH:29]. The yield is 0.330. (6) The reactants are C([O:3][C:4](=O)[CH2:5][O:6][C:7]1[CH:12]=[CH:11][C:10]([CH2:13][CH2:14][CH2:15][CH2:16][NH:17][C:18]([O:20][CH2:21][C:22]2[CH:27]=[CH:26][CH:25]=[CH:24][CH:23]=2)=[O:19])=[CH:9][CH:8]=1)C.[CH3:29][NH:30][CH3:31]. No catalyst specified. The product is [CH2:21]([O:20][C:18](=[O:19])[NH:17][CH2:16][CH2:15][CH2:14][CH2:13][C:10]1[CH:11]=[CH:12][C:7]([O:6][CH2:5][C:4](=[O:3])[N:30]([CH3:31])[CH3:29])=[CH:8][CH:9]=1)[C:22]1[CH:27]=[CH:26][CH:25]=[CH:24][CH:23]=1. The yield is 0.520. (7) The reactants are [CH3:1][C:2]1[O:6][C:5]([C:7]2[CH:12]=[CH:11][CH:10]=[CH:9][CH:8]=2)=[N:4][C:3]=1[CH2:13][O:14][C:15]1[CH:23]=[CH:22][C:18]([CH2:19][O:20][NH2:21])=[CH:17][CH:16]=1.O=[C:25]([C:33]1[CH:38]=[CH:37][CH:36]=[CH:35][CH:34]=1)[CH2:26][CH2:27][CH2:28][CH2:29][C:30]([NH2:32])=[O:31].C(O)(=O)C.C([O-])(=O)C.[Na+]. The catalyst is O.C(O)C. The product is [CH3:1][C:2]1[O:6][C:5]([C:7]2[CH:8]=[CH:9][CH:10]=[CH:11][CH:12]=2)=[N:4][C:3]=1[CH2:13][O:14][C:15]1[CH:16]=[CH:17][C:18]([CH2:19][O:20]/[N:21]=[C:25](/[C:33]2[CH:34]=[CH:35][CH:36]=[CH:37][CH:38]=2)\[CH2:26][CH2:27][CH2:28][CH2:29][C:30]([NH2:32])=[O:31])=[CH:22][CH:23]=1. The yield is 0.680. (8) The reactants are C(O[C:4](=[O:22])[C:5](=[CH:11][NH:12][C:13]1[CH:18]=[C:17]([O:19][CH3:20])[CH:16]=[CH:15][C:14]=1[Br:21])[C:6]([O:8][CH2:9][CH3:10])=[O:7])C.C(=O)(O)[O-].[Na+]. The catalyst is C(O)C. The product is [CH2:9]([O:8][C:6]([C:5]1[C:4](=[O:22])[C:18]2[C:13](=[C:14]([Br:21])[CH:15]=[CH:16][C:17]=2[O:19][CH3:20])[NH:12][CH:11]=1)=[O:7])[CH3:10]. The yield is 0.300. (9) The reactants are Cl[CH2:2][C:3]1[CH:8]=[CH:7][C:6]([O:9][CH3:10])=[CH:5][CH:4]=1.[I:11][C:12]1[C:20]2[C:15](=[N:16][CH:17]=[C:18]([C:34]3[CH:39]=[CH:38][CH:37]=[CH:36][CH:35]=3)[C:19]=2[N:21]2[CH2:26][CH2:25][N:24]([C:27]([O:29][C:30]([CH3:33])([CH3:32])[CH3:31])=[O:28])[CH2:23][CH2:22]2)[NH:14][N:13]=1.C([O-])([O-])=O.[K+].[K+].CCOCC. The catalyst is CN(C=O)C.O. The product is [I:11][C:12]1[C:20]2[C:15](=[N:16][CH:17]=[C:18]([C:34]3[CH:35]=[CH:36][CH:37]=[CH:38][CH:39]=3)[C:19]=2[N:21]2[CH2:26][CH2:25][N:24]([C:27]([O:29][C:30]([CH3:33])([CH3:32])[CH3:31])=[O:28])[CH2:23][CH2:22]2)[N:14]([CH2:2][C:3]2[CH:8]=[CH:7][C:6]([O:9][CH3:10])=[CH:5][CH:4]=2)[N:13]=1. The yield is 0.680. (10) The reactants are [C:1]([O:5][C:6]([N:8]1[CH2:13][CH2:12][C:11]([C:21]#[N:22])([C:14]2[C:15](Cl)=[N:16][CH:17]=[CH:18][CH:19]=2)[CH2:10][CH2:9]1)=[O:7])([CH3:4])([CH3:3])[CH3:2].C(O[AlH-](OC(C)(C)C)OC(C)(C)C)(C)(C)C.[Li+].[OH-].[Na+].O. The catalyst is C1COCC1.O1CCOCC1.ClCCl. The product is [C:1]([O:5][C:6]([N:8]1[CH2:13][CH2:12][C:11]2([C:14]3[C:15](=[N:16][CH:17]=[CH:18][CH:19]=3)[NH:22][CH2:21]2)[CH2:10][CH2:9]1)=[O:7])([CH3:4])([CH3:3])[CH3:2]. The yield is 0.460.